This data is from Orexin1 receptor HTS with 218,158 compounds and 233 confirmed actives. The task is: Binary Classification. Given a drug SMILES string, predict its activity (active/inactive) in a high-throughput screening assay against a specified biological target. (1) The result is 0 (inactive). The compound is O(CC(C)C)c1c(OCC)cc(cc1)/C=C\C(=O)Nc1ccc(C(=O)NCCN(CC)CC)cc1. (2) The molecule is s1\c(n(N\C=C2\c3c(N=C2)cccc3)c(c2ccccc2)c1)=N/CCOC. The result is 0 (inactive). (3) The drug is Clc1ccc(S(=O)(=O)Nc2cc3C(=O)N(CC(C(Oc3cc2)CN(Cc2ccncc2)C)C)C(CO)C)cc1. The result is 0 (inactive). (4) The drug is O=C1N(C(=O)C2C3CC(C12)CC3)C(C(C)C)C(OCC(=O)c1cc([N+]([O-])=O)ccc1)=O. The result is 0 (inactive). (5) The drug is S(=O)(=O)(CCC(OCc1nc(Nc2c(cccc2)C)nc(n1)N)=O)c1ccc(cc1)C. The result is 0 (inactive). (6) The compound is s1c(c(c(c1NC(=O)c1sccc1)C(=O)N)C)C. The result is 0 (inactive). (7) The result is 0 (inactive). The molecule is S=C(NC(C)C)N\N=C(\c1ccc(n2ccnc2)cc1)C. (8) The drug is S\1C(Cc2cc(c(cc2)C)C)C(=O)NC1=C(\C(=O)C)C#N. The result is 0 (inactive).